Dataset: Catalyst prediction with 721,799 reactions and 888 catalyst types from USPTO. Task: Predict which catalyst facilitates the given reaction. (1) Reactant: [Na].C([C@H:10]([CH2:21][O:22][CH2:23][CH2:24][CH2:25][CH2:26][CH2:27][CH2:28][CH2:29][CH2:30][CH2:31][CH2:32][CH2:33][CH2:34][CH2:35][CH2:36][CH2:37][CH3:38])[CH2:11][CH2:12][P:13]([O:18][CH2:19]C)(=[O:17])[O:14][CH2:15]C)(=O)C1C=CC=CC=1.CC(O)=[O:41]. Product: [CH2:23]([O:22][CH2:21][C@@H:10]([OH:41])[CH2:11][CH2:12][P:13]([O:18][CH3:19])(=[O:17])[O:14][CH3:15])[CH2:24][CH2:25][CH2:26][CH2:27][CH2:28][CH2:29][CH2:30][CH2:31][CH2:32][CH2:33][CH2:34][CH2:35][CH2:36][CH2:37][CH3:38]. The catalyst class is: 5. (2) Reactant: C([O:3][C:4]([C:6]1[CH:7]=[N:8][N:9]([C:11]2[N:15](COCCOC)[C:14]3[CH:22]=[C:23]([Cl:27])[C:24]([NH2:26])=[CH:25][C:13]=3[N:12]=2)[CH:10]=1)=[O:5])C.C(OC(C1C=NN(C2N(COCCOC)C3C=C(Cl)C([N+]([O-])=O)=CC=3N=2)C=1)=O)C.[Cl-].[NH4+].CC(C)=O. Product: [NH2:26][C:24]1[C:23]([Cl:27])=[CH:22][C:14]2[NH:15][C:11]([N:9]3[CH:10]=[C:6]([C:4]([OH:5])=[O:3])[CH:7]=[N:8]3)=[N:12][C:13]=2[CH:25]=1. The catalyst class is: 739.